Task: Predict the product of the given reaction.. Dataset: Forward reaction prediction with 1.9M reactions from USPTO patents (1976-2016) (1) Given the reactants Br[C:2]1[CH:12]=[CH:11][C:5]([C:6]([O:8][CH2:9][CH3:10])=[O:7])=[CH:4][CH:3]=1.CC1(C)OB([C:19]2[CH:20]=[N:21][NH:22][CH:23]=2)OC1(C)C.C(Cl)Cl.C(=O)([O-])[O-].[K+].[K+], predict the reaction product. The product is: [NH:21]1[CH:20]=[C:19]([C:2]2[CH:12]=[CH:11][C:5]([C:6]([O:8][CH2:9][CH3:10])=[O:7])=[CH:4][CH:3]=2)[CH:23]=[N:22]1. (2) Given the reactants Br[C:2]1[CH:11]=[C:10]2[C:5]([CH2:6][CH2:7][N:8]([C:12]3[CH:17]=[C:16]([N:18]4[CH2:23][CH2:22][N:21]([CH3:24])[CH2:20][CH2:19]4)[N:15]=[C:14]([NH2:25])[N:13]=3)[CH2:9]2)=[CH:4][CH:3]=1.[Cl:26][C:27]1[CH:32]=[CH:31][CH:30]=[CH:29][C:28]=1[OH:33].CN1C=CN=C1.C(=O)([O-])[O-].[K+].[K+], predict the reaction product. The product is: [Cl:26][C:27]1[CH:32]=[CH:31][CH:30]=[CH:29][C:28]=1[O:33][C:2]1[CH:11]=[C:10]2[C:5]([CH2:6][CH2:7][N:8]([C:12]3[CH:17]=[C:16]([N:18]4[CH2:23][CH2:22][N:21]([CH3:24])[CH2:20][CH2:19]4)[N:15]=[C:14]([NH2:25])[N:13]=3)[CH2:9]2)=[CH:4][CH:3]=1. (3) Given the reactants CS(C1[N:5]=[N:6]C(C2C=CC=CC=2)=CN=1)=O.CS([C:19]1[N:20]=[N:21][C:22]([C:25]2[CH:30]=[CH:29][C:28]([Br:31])=[CH:27][CH:26]=2)=[CH:23][N:24]=1)=O, predict the reaction product. The product is: [NH:5]([C:19]1[N:20]=[N:21][C:22]([C:25]2[CH:30]=[CH:29][C:28]([Br:31])=[CH:27][CH:26]=2)=[CH:23][N:24]=1)[NH2:6]. (4) Given the reactants [OH:1][NH:2][C:3]([C:5]1[CH:10]=[CH:9][C:8]([NH:11][C:12](=[O:29])[CH2:13][CH2:14][CH2:15][C:16]([NH:18][C:19]2[CH:24]=[CH:23][C:22]([C:25](=[NH:28])[NH:26][OH:27])=[CH:21][CH:20]=2)=[O:17])=[CH:7][CH:6]=1)=[NH:4].[C:30](O[C:30](=O)[CH2:31][CH2:32][CH2:33][CH2:34][CH3:35])(=O)[CH2:31][CH2:32][CH2:33][CH2:34][CH3:35].C(=O)(O)[O-].[Na+], predict the reaction product. The product is: [CH2:10]([C:9]1[O:27][N:26]=[C:25]([C:22]2[CH:21]=[CH:20][C:19]([NH:18][C:16](=[O:17])[CH2:15][CH2:14][CH2:13][C:12]([NH:11][C:8]3[CH:7]=[CH:6][C:5]([C:3]4[N:4]=[C:35]([CH2:34][CH2:33][CH2:32][CH2:31][CH3:30])[O:1][N:2]=4)=[CH:10][CH:9]=3)=[O:29])=[CH:24][CH:23]=2)[N:28]=1)[CH2:5][CH2:6][CH2:7][CH3:8]. (5) Given the reactants [CH3:1][C:2]([O:5][C:6]([N:8]1[C@@H:12]2[CH2:13][C:14]([CH2:16][C@H:9]1[CH2:10][CH2:11]2)=O)=[O:7])([CH3:4])[CH3:3].[NH2:17][CH2:18][C:19]1[CH:28]=[CH:27][C:22]([C:23]([O:25][CH3:26])=[O:24])=[CH:21][CH:20]=1.C(O)(=O)C.C(O[BH-](OC(=O)C)OC(=O)C)(=O)C.[Na+].C(=O)(O)[O-].[Na+], predict the reaction product. The product is: [CH3:26][O:25][C:23]([C:22]1[CH:27]=[CH:28][C:19]([CH2:18][NH:17][CH:14]2[CH2:16][CH:9]3[N:8]([C:6]([O:5][C:2]([CH3:4])([CH3:3])[CH3:1])=[O:7])[CH:12]([CH2:11][CH2:10]3)[CH2:13]2)=[CH:20][CH:21]=1)=[O:24].